This data is from Catalyst prediction with 721,799 reactions and 888 catalyst types from USPTO. The task is: Predict which catalyst facilitates the given reaction. (1) Reactant: [F:1][C:2]1[CH:7]=[C:6]([N:8]2[CH:13]=[CH:12][CH:11]=[CH:10][C:9]2=[O:14])[CH:5]=[CH:4][C:3]=1[NH:15][C:16]([C@H:18]1[C:25]2[CH:24]=[N:23][N:22]([CH3:26])[C:21]=2[CH2:20][NH:19]1)=[O:17].[NH:27]1[C:35]2[C:30](=[CH:31][CH:32]=[C:33]([C:36](O)=[O:37])[CH:34]=2)[CH:29]=[CH:28]1.CCN(C(C)C)C(C)C.C1N(P(Cl)(N2C(=O)OCC2)=O)C(=O)OC1. Product: [F:1][C:2]1[CH:7]=[C:6]([N:8]2[CH:13]=[CH:12][CH:11]=[CH:10][C:9]2=[O:14])[CH:5]=[CH:4][C:3]=1[NH:15][C:16]([C@H:18]1[C:25]2[CH:24]=[N:23][N:22]([CH3:26])[C:21]=2[CH2:20][N:19]1[C:36]([C:33]1[CH:34]=[C:35]2[C:30]([CH:29]=[CH:28][NH:27]2)=[CH:31][CH:32]=1)=[O:37])=[O:17]. The catalyst class is: 10. (2) Reactant: [CH2:1]([C@H:3]1[CH2:8][N:7](CC2C=CC=CC=2)[CH2:6][CH2:5][N:4]1[C:16]([O:18][C:19]([CH3:22])([CH3:21])[CH3:20])=[O:17])[CH3:2]. The catalyst class is: 50. Product: [CH2:1]([C@H:3]1[CH2:8][NH:7][CH2:6][CH2:5][N:4]1[C:16]([O:18][C:19]([CH3:20])([CH3:22])[CH3:21])=[O:17])[CH3:2]. (3) Reactant: [Cl:1][C:2]1[CH:3]=[C:4]([NH:22]C(=O)C)[CH:5]=[N:6][C:7]=1[S:8](=[O:21])(=[O:20])[NH:9][C:10]1[CH:19]=[CH:18][C:13]2[CH2:14][O:15][B:16]([OH:17])[C:12]=2[CH:11]=1. Product: [NH2:22][C:4]1[CH:3]=[C:2]([Cl:1])[C:7]([S:8]([NH:9][C:10]2[CH:19]=[CH:18][C:13]3[CH2:14][O:15][B:16]([OH:17])[C:12]=3[CH:11]=2)(=[O:20])=[O:21])=[N:6][CH:5]=1. The catalyst class is: 632.